From a dataset of Reaction yield outcomes from USPTO patents with 853,638 reactions. Predict the reaction yield, written as a fraction of the theoretical maximum amount of product (1.0 means a 100% yield; for example, 0.34 means a 34% yield). (1) The reactants are [BH4-].[Na+].[C:3]([O:7][C:8]([NH:10][C:11]1[S:15][C:14]([C:16](OCC)=[O:17])=[N:13][CH:12]=1)=[O:9])([CH3:6])([CH3:5])[CH3:4]. The catalyst is CO. The product is [OH:17][CH2:16][C:14]1[S:15][C:11]([NH:10][C:8](=[O:9])[O:7][C:3]([CH3:5])([CH3:4])[CH3:6])=[CH:12][N:13]=1. The yield is 0.848. (2) The reactants are [Cl:1][C:2]1[CH:3]=[C:4]2[C:9](=[CH:10][C:11]=1[O:12][CH3:13])[CH:8]=[N:7][C:6]([NH:14][C:15]([NH:17][CH2:18][C@@:19]1([OH:27])[CH:24]3[CH2:25][CH2:26][N:21]([CH2:22][CH2:23]3)[CH2:20]1)=S)=[CH:5]2.C(=NC(C)C)=NC(C)C. The catalyst is CN(C=O)C. The product is [Cl:1][C:2]1[CH:3]=[C:4]2[C:9](=[CH:10][C:11]=1[O:12][CH3:13])[CH:8]=[N:7][C:6]([NH:14][C:15]1[O:27][C@:19]3([CH2:18][N:17]=1)[CH:24]1[CH2:25][CH2:26][N:21]([CH2:22][CH2:23]1)[CH2:20]3)=[CH:5]2. The yield is 0.240.